This data is from Full USPTO retrosynthesis dataset with 1.9M reactions from patents (1976-2016). The task is: Predict the reactants needed to synthesize the given product. Given the product [C:1]([NH:11][C@H:12]([CH:13]=[O:14])[CH2:15][OH:16])([O:3][CH2:4][C:5]1[CH:10]=[CH:9][CH:8]=[CH:7][CH:6]=1)=[O:2], predict the reactants needed to synthesize it. The reactants are: [C:1]([NH:11][CH:12]([CH2:15][OH:16])[CH2:13][OH:14])([O:3][CH2:4][C:5]1[CH:10]=[CH:9][CH:8]=[CH:7][CH:6]=1)=[O:2].CC(OI1(OC(C)=O)(OC(C)=O)OC(=O)C2C=CC=CC1=2)=O.